This data is from Reaction yield outcomes from USPTO patents with 853,638 reactions. The task is: Predict the reaction yield, written as a fraction of the theoretical maximum amount of product (1.0 means a 100% yield; for example, 0.34 means a 34% yield). (1) The reactants are [C:1]([C:5]1[CH:31]=[CH:30][C:8]([C:9]([NH:11][C:12]2[CH:28]=[CH:27][C:26]([NH2:29])=[CH:25][C:13]=2[C:14]([NH:16][C:17]2[CH:22]=[CH:21][C:20]([O:23][CH3:24])=[CH:19][CH:18]=2)=[O:15])=[O:10])=[CH:7][CH:6]=1)([CH3:4])([CH3:3])[CH3:2].N1C=CC=CC=1.[CH3:38][S:39](Cl)(=[O:41])=[O:40]. The catalyst is C(Cl)Cl. The product is [C:1]([C:5]1[CH:31]=[CH:30][C:8]([C:9]([NH:11][C:12]2[CH:28]=[CH:27][C:26]([NH:29][S:39]([CH3:38])(=[O:41])=[O:40])=[CH:25][C:13]=2[C:14]([NH:16][C:17]2[CH:22]=[CH:21][C:20]([O:23][CH3:24])=[CH:19][CH:18]=2)=[O:15])=[O:10])=[CH:7][CH:6]=1)([CH3:4])([CH3:2])[CH3:3]. The yield is 0.730. (2) The reactants are Cl[C:2]1[N:7]=[C:6]([C:8]2[CH:13]=[C:12]([Cl:14])[CH:11]=[CH:10][C:9]=2[O:15][CH3:16])[N:5]=[C:4]([NH2:17])[CH:3]=1.[Br:18][C:19]1[CH:25]=[CH:24][C:22]([NH2:23])=[CH:21][CH:20]=1.CO.C(=O)([O-])[O-].[Na+].[Na+]. The catalyst is C(O)C.O. The product is [Br:18][C:19]1[CH:25]=[CH:24][C:22]([NH:23][C:2]2[CH:3]=[C:4]([NH2:17])[N:5]=[C:6]([C:8]3[CH:13]=[C:12]([Cl:14])[CH:11]=[CH:10][C:9]=3[O:15][CH3:16])[N:7]=2)=[CH:21][CH:20]=1. The yield is 0.420.